From a dataset of Drug-target binding data from BindingDB using IC50 measurements. Regression. Given a target protein amino acid sequence and a drug SMILES string, predict the binding affinity score between them. We predict pIC50 (pIC50 = -log10(IC50 in M); higher means more potent). Dataset: bindingdb_ic50. The drug is c1ccc(Nc2ncnc3ccc(-c4cncs4)cc23)nc1. The target protein (P56528) has sequence MANYEFSQVSGDRPGCRLSRKAQIGLGVGLLVLIALVVGIVVILLRPRSLLVWTGEPTTKHFSDIFLGRCLIYTQILRPEMRDQNCQEILSTFKGAFVSKNPCNITREDYAPLVKLVTQTIPCNKTLFWSKSKHLAHQYTWIQGKMFTLEDTLLGYIADDLRWCGDPSTSDMNYVSCPHWSENCPNNPITVFWKVISQKFAEDACGVVQVMLNGSLREPFYKNSTFGSVEVFSLDPNKVHKLQAWVMHDIEGASSNACSSSSLNELKMIVQKRNMIFACVDNYRPARFLQCVKNPEHPSCRLNT. The pIC50 is 7.0.